From a dataset of Full USPTO retrosynthesis dataset with 1.9M reactions from patents (1976-2016). Predict the reactants needed to synthesize the given product. (1) Given the product [Cl:1][C:2]1[N:3]=[C:4]([NH:30][C@@H:31]([CH:33]2[CH2:36][CH2:35][CH2:34]2)[CH3:32])[C:5]2[N:10]([CH2:11][C:12]3[CH:17]=[CH:16][C:15]([C:18]([F:21])([F:20])[F:19])=[CH:14][CH:13]=3)[C:9]([C:22]3[CH:23]=[C:24]([CH3:28])[CH:25]=[CH:26][CH:27]=3)=[C:8]([CH3:37])[C:6]=2[N:7]=1, predict the reactants needed to synthesize it. The reactants are: [Cl:1][C:2]1[N:3]=[C:4]([NH:30][C@@H:31]([CH:33]2[CH2:36][CH2:35][CH2:34]2)[CH3:32])[C:5]2[N:10]([CH2:11][C:12]3[CH:17]=[CH:16][C:15]([C:18]([F:21])([F:20])[F:19])=[CH:14][CH:13]=3)[C:9]([C:22]3[CH:23]=[C:24]([CH3:28])[CH:25]=[CH:26][CH:27]=3)=[C:8](I)[C:6]=2[N:7]=1.[CH3:37]B(O)O.P([O-])([O-])([O-])=O.[K+].[K+].[K+].O1CCOCC1. (2) Given the product [Br:31][C:32]1[CH:33]=[C:34]([CH:37]=[CH:7][C:6]2[CH:5]=[CH:4][C:3]([Cl:2])=[CH:28][CH:27]=2)[S:35][CH:36]=1, predict the reactants needed to synthesize it. The reactants are: [Cl-].[Cl:2][C:3]1[CH:28]=[CH:27][C:6]([CH2:7][P+](C2C=CC=CC=2)(C2C=CC=CC=2)C2C=CC=CC=2)=[CH:5][CH:4]=1.[H-].[Na+].[Br:31][C:32]1[CH:33]=[C:34]([CH:37]=O)[S:35][CH:36]=1. (3) Given the product [CH:1]1([N:6]2[CH2:12][C:11]([F:14])([F:13])[C:10](=[O:15])[N:9]([CH2:16][CH2:17][CH3:18])[C:8]3[CH:19]=[N:20][C:21]([NH:23][C:24]4[CH:32]=[CH:31][C:27]([C:28]([NH:73][CH2:72][CH2:71][CH2:70][N:69]([CH3:74])[CH3:68])=[O:30])=[CH:26][C:25]=4[O:33][CH3:34])=[N:22][C:7]2=3)[CH2:5][CH2:4][CH2:3][CH2:2]1, predict the reactants needed to synthesize it. The reactants are: [CH:1]1([N:6]2[CH2:12][C:11]([F:14])([F:13])[C:10](=[O:15])[N:9]([CH2:16][CH2:17][CH3:18])[C:8]3[CH:19]=[N:20][C:21]([NH:23][C:24]4[CH:32]=[CH:31][C:27]([C:28]([OH:30])=O)=[CH:26][C:25]=4[O:33][CH3:34])=[N:22][C:7]2=3)[CH2:5][CH2:4][CH2:3][CH2:2]1.F[P-](F)(F)(F)(F)F.CN(C(N(C)C)=[N+]1C2C=CC=CC=2[N+]([O-])=N1)C.C(N(C(C)C)CC)(C)C.[CH3:68][N:69]([CH3:74])[CH2:70][CH2:71][CH2:72][NH2:73]. (4) Given the product [F:14][C:12]1[CH:11]=[CH:10][C:9]([CH3:15])=[C:8]([C:5]([CH3:7])([CH3:6])[CH2:4][C@:3]2([C:2]([F:27])([F:26])[F:1])[CH2:17][O:16]2)[CH:13]=1, predict the reactants needed to synthesize it. The reactants are: [F:1][C:2]([F:27])([F:26])[C@@:3]([CH2:17]SC1C=CC(C)=CC=1)([OH:16])[CH2:4][C:5]([C:8]1[CH:13]=[C:12]([F:14])[CH:11]=[CH:10][C:9]=1[CH3:15])([CH3:7])[CH3:6].F[B-](F)(F)F.C[O+](C)C.C(=O)([O-])[O-].[K+].[K+].C(=O)(O)[O-].[Na+]. (5) Given the product [CH2:3]([N:10]1[C:15]([CH3:17])([CH3:16])[CH2:14][O:13][C:12]([CH2:19][CH2:20][OH:21])([CH3:18])[C:11]1=[O:22])[C:4]1[CH:5]=[CH:6][CH:7]=[CH:8][CH:9]=1, predict the reactants needed to synthesize it. The reactants are: [BH4-].[Na+].[CH2:3]([N:10]1[C:15]([CH3:17])([CH3:16])[CH2:14][O:13][C:12]([CH2:19][CH:20]=[O:21])([CH3:18])[C:11]1=[O:22])[C:4]1[CH:9]=[CH:8][CH:7]=[CH:6][CH:5]=1.O. (6) Given the product [F:13][C:10]([F:11])([F:12])[S:7]([O:6][C:20]1[CH:19]=[CH:18][C:17]([F:16])=[CH:22][C:21]=1[C:23](=[O:25])[CH3:24])(=[O:8])=[O:9], predict the reactants needed to synthesize it. The reactants are: FC(F)(F)S([O:6][S:7]([C:10]([F:13])([F:12])[F:11])(=[O:9])=[O:8])(=O)=O.[F:16][C:17]1[CH:18]=[CH:19][C:20](O)=[C:21]([C:23](=[O:25])[CH3:24])[CH:22]=1. (7) Given the product [C:1]([CH2:3][CH2:4][C@H:5]1[CH2:10][CH2:9][C@H:8]([NH:11][C:12](=[O:18])[O:13][C:14]([CH3:16])([CH3:15])[CH3:17])[CH2:7][CH2:6]1)#[N:2], predict the reactants needed to synthesize it. The reactants are: [C:1]([CH:3]=[CH:4][C@H:5]1[CH2:10][CH2:9][C@H:8]([NH:11][C:12](=[O:18])[O:13][C:14]([CH3:17])([CH3:16])[CH3:15])[CH2:7][CH2:6]1)#[N:2]. (8) The reactants are: [Cl:1][C:2]1[C:7]([CH3:8])=[C:6](Cl)[N:5]=[CH:4][N:3]=1.C(=O)([O-])[O-].[Cs+].[Cs+].[C:16]1([CH3:22])C=CC=C[CH:17]=1. Given the product [Cl:1][C:2]1[C:7]([CH3:8])=[C:6]([CH:22]2[CH2:16][CH2:17]2)[N:5]=[CH:4][N:3]=1, predict the reactants needed to synthesize it.